Dataset: Full USPTO retrosynthesis dataset with 1.9M reactions from patents (1976-2016). Task: Predict the reactants needed to synthesize the given product. Given the product [CH2:29]([N:18]1[C:19]2[C:24](=[CH:23][C:22]([C:25]([F:27])([F:26])[F:28])=[CH:21][CH:20]=2)[C:16]([NH:15][CH2:14][C:13]([NH:12][CH:10]2[CH2:9][N:8]([CH:38]3[CH2:39][CH2:40][CH:35]([CH:32]([CH3:34])[CH3:33])[CH2:36][CH2:37]3)[CH2:11]2)=[O:31])=[N:17]1)[CH3:30], predict the reactants needed to synthesize it. The reactants are: OC(C(F)(F)F)=O.[NH:8]1[CH2:11][CH:10]([NH:12][C:13](=[O:31])[CH2:14][NH:15][C:16]2[C:24]3[C:19](=[CH:20][CH:21]=[C:22]([C:25]([F:28])([F:27])[F:26])[CH:23]=3)[N:18]([CH2:29][CH3:30])[N:17]=2)[CH2:9]1.[CH:32]([CH:35]1[CH2:40][CH2:39][C:38](=O)[CH2:37][CH2:36]1)([CH3:34])[CH3:33].